From a dataset of Full USPTO retrosynthesis dataset with 1.9M reactions from patents (1976-2016). Predict the reactants needed to synthesize the given product. Given the product [Br:9][C:10]1[N:11]=[C:12]([O:5][CH2:4][CH2:3][N:2]([CH3:6])[CH3:1])[CH:13]=[CH:14][CH:15]=1, predict the reactants needed to synthesize it. The reactants are: [CH3:1][N:2]([CH3:6])[CH2:3][CH2:4][OH:5].[H-].[Na+].[Br:9][C:10]1[CH:15]=[CH:14][CH:13]=[C:12](Br)[N:11]=1.